Predict which catalyst facilitates the given reaction. From a dataset of Catalyst prediction with 721,799 reactions and 888 catalyst types from USPTO. (1) Reactant: [OH:1][N:2]1[C:7]([CH3:9])([CH3:8])[CH2:6][CH:5]([O:10][C:11]([CH:13]2[CH2:15][CH2:14]2)=[O:12])[CH2:4][C:3]1([CH3:17])[CH3:16].[ClH:18]. Product: [ClH:18].[OH:1][N:2]1[C:7]([CH3:9])([CH3:8])[CH2:6][CH:5]([O:10][C:11]([CH:13]2[CH2:14][CH2:15]2)=[O:12])[CH2:4][C:3]1([CH3:17])[CH3:16]. The catalyst class is: 8. (2) Reactant: C[O:2][C:3]([C:5]1[CH:13]=[CH:12][C:11]2[N:10]([CH2:14][CH:15]([OH:22])[C:16]3[CH:21]=[CH:20][N:19]=[CH:18][CH:17]=3)[C:9]3[CH2:23][CH2:24][N:25]([CH3:27])[CH2:26][C:8]=3[C:7]=2[CH:6]=1)=O.[H-].[H-].[H-].[H-].[Li+].[Al+3]. Product: [OH:2][CH2:3][C:5]1[CH:13]=[CH:12][C:11]2[N:10]([CH2:14][CH:15]([C:16]3[CH:21]=[CH:20][N:19]=[CH:18][CH:17]=3)[OH:22])[C:9]3[CH2:23][CH2:24][N:25]([CH3:27])[CH2:26][C:8]=3[C:7]=2[CH:6]=1. The catalyst class is: 1. (3) Reactant: [H-].[H-].[H-].[H-].[Li+].[Al+3].[Br:7][C:8]1[CH:15]=[CH:14][C:11]([C:12]#[N:13])=[CH:10][C:9]=1[CH3:16].O.[OH-].[Na+]. Product: [Br:7][C:8]1[CH:15]=[CH:14][C:11]([CH2:12][NH2:13])=[CH:10][C:9]=1[CH3:16]. The catalyst class is: 27. (4) Reactant: [Cl:1][C:2]1[N:7]=[C:6]([N:8]2[CH2:13][CH2:12][O:11][CH2:10][CH:9]2[CH2:14][OH:15])[C:5]([O:16]C)=[C:4]([Cl:18])[N:3]=1.[Cl-].[Li+]. Product: [Cl:1][C:2]1[N:3]=[C:4]([Cl:18])[C:5]([OH:16])=[C:6]([N:8]2[CH2:13][CH2:12][O:11][CH2:10][CH:9]2[CH2:14][OH:15])[N:7]=1. The catalyst class is: 3. (5) Reactant: [C:1](N[C@H](C(O)=O)CCCC)([O:3][C:4]([CH3:7])([CH3:6])[CH3:5])=[O:2].[OH2:17].O[N:19]1[C:23]2[CH:24]=[CH:25][CH:26]=[CH:27][C:22]=2[N:21]=N1.ClCCl. Product: [C:1]([NH:19][C:23](=[O:17])[C@H:22]([CH2:27][CH2:26][CH2:25][CH3:24])[NH2:21])([O:3][C:4]([CH3:7])([CH3:6])[CH3:5])=[O:2]. The catalyst class is: 344. (6) Reactant: [OH:1][C:2]1[CH:17]=[C:16]([CH3:18])[C:5]([C:6]([NH:8][CH:9]2[CH2:14][CH2:13][CH2:12][CH2:11][CH:10]2[CH3:15])=[O:7])=[C:4]([CH3:19])[CH:3]=1.N1C=CC=CC=1.[S:26](O[S:26]([C:29]([F:32])([F:31])[F:30])(=[O:28])=[O:27])([C:29]([F:32])([F:31])[F:30])(=[O:28])=[O:27]. Product: [F:30][C:29]([F:32])([F:31])[S:26]([O:1][C:2]1[CH:3]=[C:4]([CH3:19])[C:5]([C:6](=[O:7])[NH:8][CH:9]2[CH2:14][CH2:13][CH2:12][CH2:11][CH:10]2[CH3:15])=[C:16]([CH3:18])[CH:17]=1)(=[O:28])=[O:27]. The catalyst class is: 2.